This data is from HIV replication inhibition screening data with 41,000+ compounds from the AIDS Antiviral Screen. The task is: Binary Classification. Given a drug SMILES string, predict its activity (active/inactive) in a high-throughput screening assay against a specified biological target. (1) The compound is CC1(C)CCC2=C(C1)Nc1ccc(Cl)cc1NC2c1ccc([N+](=O)[O-])cc1. The result is 0 (inactive). (2) The drug is Cc1cccc(NC(=O)C(=NNC(C)(C)C)C2NC(=S)NC2=O)c1C. The result is 0 (inactive). (3) The compound is CCOC(=O)c1nc2cc(C(F)(F)F)ccc2nc1Nc1ccc(OC)cc1. The result is 0 (inactive).